From a dataset of Reaction yield outcomes from USPTO patents with 853,638 reactions. Predict the reaction yield, written as a fraction of the theoretical maximum amount of product (1.0 means a 100% yield; for example, 0.34 means a 34% yield). (1) The reactants are CC1(C)[O:6][C@@H:5]([CH2:7][O:8][NH:9][C:10]([C:12]2[N:13]=[CH:14][C:15]3[N:16]([CH:27]=[N:28][CH:29]=3)[C:17]=2[NH:18][C:19]2[CH:24]=[CH:23][C:22]([I:25])=[CH:21][C:20]=2[F:26])=[O:11])[CH2:4][O:3]1.Cl.O1CCOCC1.S([O-])([O-])(=O)=O.[Na+].[Na+]. The catalyst is CO. The product is [OH:6][C@H:5]([CH2:4][OH:3])[CH2:7][O:8][NH:9][C:10]([C:12]1[N:13]=[CH:14][C:15]2[N:16]([CH:27]=[N:28][CH:29]=2)[C:17]=1[NH:18][C:19]1[CH:24]=[CH:23][C:22]([I:25])=[CH:21][C:20]=1[F:26])=[O:11]. The yield is 0.673. (2) The reactants are [Si]([C:8]1[O:9][C:10]2[CH:30]=[C:29]([O:31][CH3:32])[CH:28]=[CH:27][C:11]=2[C:12]=1[C:13](=[O:26])[C:14]1[CH:19]=[C:18]([O:20][CH3:21])[C:17]([O:22][CH3:23])=[C:16]([O:24][CH3:25])[CH:15]=1)(C(C)(C)C)(C)C.[F-].C([N+](CCCC)(CCCC)CCCC)CCC. The catalyst is O1CCCC1.C(OCC)(=O)C. The product is [CH3:25][O:24][C:16]1[CH:15]=[C:14]([CH:19]=[C:18]([O:20][CH3:21])[C:17]=1[O:22][CH3:23])[C:13]([C:12]1[C:11]2[CH:27]=[CH:28][C:29]([O:31][CH3:32])=[CH:30][C:10]=2[O:9][CH:8]=1)=[O:26]. The yield is 0.860. (3) The reactants are [H-].[Na+].[CH3:3][N:4]([CH3:8])[CH2:5][CH2:6][OH:7].C1(C)C=CC(S(Cl)(=O)=O)=CC=1.[CH3:20][N:21]([CH3:29])[CH:22]1[CH2:27][CH2:26][CH2:25][CH2:24][CH:23]1O.[I-].[K+]. The catalyst is O.O1CCCC1.C1(C)C=CC=CC=1. The product is [CH3:3][N:4]([CH3:8])[CH2:5][CH2:6][O:7][CH:23]1[CH2:24][CH2:25][CH2:26][CH2:27][CH:22]1[N:21]([CH3:29])[CH3:20]. The yield is 0.0700. (4) The reactants are [OH:1][CH2:2][CH2:3][N:4]1[C:12](=[O:13])[C:11]2[C:6](=[CH:7][CH:8]=[C:9]([N+:14]([O-])=O)[CH:10]=2)[C:5]1=[O:17]. The catalyst is CO.[Pd]. The product is [NH2:14][C:9]1[CH:10]=[C:11]2[C:6](=[CH:7][CH:8]=1)[C:5](=[O:17])[N:4]([CH2:3][CH2:2][OH:1])[C:12]2=[O:13]. The yield is 0.940. (5) The reactants are CO[C:3](=[O:34])[C:4]([C:8]1[CH:13]=[CH:12][C:11]([CH2:14][N:15]([C:27]([O:29][C:30]([CH3:33])([CH3:32])[CH3:31])=[O:28])[CH2:16][CH2:17][CH2:18][NH:19][C:20]([O:22][C:23]([CH3:26])([CH3:25])[CH3:24])=[O:21])=[CH:10][CH:9]=1)=[CH:5]OC.S(O)(O)(=O)=O.[NH:40]1[CH:44]=[CH:43][N:42]=[C:41]1[NH2:45].C[O-].[Na+]. The catalyst is C(O)C. The product is [C:23]([O:22][C:20](=[O:21])[NH:19][CH2:18][CH2:17][CH2:16][N:15]([C:27]([O:29][C:30]([CH3:31])([CH3:32])[CH3:33])=[O:28])[CH2:14][C:11]1[CH:12]=[CH:13][C:8]([C:4]2[C:3](=[O:34])[N:45]=[C:41]3[NH:42][CH:43]=[CH:44][N:40]3[CH:5]=2)=[CH:9][CH:10]=1)([CH3:24])([CH3:26])[CH3:25]. The yield is 0.480. (6) The reactants are [Cl:1][C:2]1[CH:11]=[C:10]2[C:5]([C:6]([C:14]3[CH:19]=[CH:18][C:17]([O:20][CH3:21])=[CH:16][C:15]=3[F:22])=[CH:7][C:8]([C:12]#N)=[N:9]2)=[CH:4][CH:3]=1.Cl.[CH3:24][OH:25].C[OH:27]. No catalyst specified. The product is [Cl:1][C:2]1[CH:11]=[C:10]2[C:5]([C:6]([C:14]3[CH:19]=[CH:18][C:17]([O:20][CH3:21])=[CH:16][C:15]=3[F:22])=[CH:7][C:8]([C:12]([O:25][CH3:24])=[O:27])=[N:9]2)=[CH:4][CH:3]=1. The yield is 0.900. (7) The reactants are [CH3:1][C:2]1[S:10][C:9]2[CH2:8][CH2:7][NH:6][CH:5]([CH2:11][CH2:12][C:13]3[CH:18]=[CH:17][C:16]([C:19]([F:22])([F:21])[F:20])=[CH:15][CH:14]=3)[C:4]=2[CH:3]=1.Br[CH:24]([C:29]1[CH:34]=[CH:33][CH:32]=[CH:31][CH:30]=1)[C:25]([NH:27][CH3:28])=[O:26].C(N(C(C)C)C(C)C)C.[I-].[Na+]. The catalyst is C(#N)C. The product is [CH3:28][NH:27][C:25](=[O:26])[CH:24]([N:6]1[CH2:7][CH2:8][C:9]2[S:10][C:2]([CH3:1])=[CH:3][C:4]=2[CH:5]1[CH2:11][CH2:12][C:13]1[CH:18]=[CH:17][C:16]([C:19]([F:22])([F:21])[F:20])=[CH:15][CH:14]=1)[C:29]1[CH:30]=[CH:31][CH:32]=[CH:33][CH:34]=1. The yield is 0.110. (8) The reactants are F[P-](F)(F)(F)(F)F.N1(O[P+](N(C)C)(N(C)C)N(C)C)C2C=CC=CC=2N=N1.[N:28]1[CH:33]=[CH:32][CH:31]=[CH:30][C:29]=1[C:34]1[CH:39]=[C:38]([C:40]([F:43])([F:42])[F:41])[N:37]2[N:44]=[C:45]([C:47]([OH:49])=O)[CH:46]=[C:36]2[N:35]=1.[CH2:50]([NH2:57])[C:51]1[CH:56]=[CH:55][CH:54]=[CH:53][CH:52]=1.C(N(CC)CC)C. The catalyst is O1CCCC1.C(OCC)C. The product is [CH2:50]([NH:57][C:47]([C:45]1[CH:46]=[C:36]2[N:35]=[C:34]([C:29]3[CH:30]=[CH:31][CH:32]=[CH:33][N:28]=3)[CH:39]=[C:38]([C:40]([F:41])([F:43])[F:42])[N:37]2[N:44]=1)=[O:49])[C:51]1[CH:56]=[CH:55][CH:54]=[CH:53][CH:52]=1. The yield is 0.860.